Dataset: Forward reaction prediction with 1.9M reactions from USPTO patents (1976-2016). Task: Predict the product of the given reaction. (1) Given the reactants [C:1]([O:5][C@@H:6]([C:12]1[C:13]([CH3:43])=[N:14][C:15]2[N:16]([N:26]=[C:27]([C:29](=O)[NH:30][CH2:31][C:32](=O)[CH2:33][C:34]3[CH:39]=[CH:38][C:37]([F:40])=[CH:36][CH:35]=3)[CH:28]=2)[C:17]=1[C:18]1[CH2:23][CH2:22][C:21]([CH3:25])([CH3:24])[CH2:20][CH:19]=1)[C:7]([O:9][CH2:10][CH3:11])=[O:8])([CH3:4])([CH3:3])[CH3:2].COC1C=CC(P2(SP(C3C=CC(OC)=CC=3)(=S)S2)=[S:53])=CC=1, predict the reaction product. The product is: [C:1]([O:5][C@@H:6]([C:12]1[C:13]([CH3:43])=[N:14][C:15]2[N:16]([N:26]=[C:27]([C:29]3[S:53][C:32]([CH2:33][C:34]4[CH:39]=[CH:38][C:37]([F:40])=[CH:36][CH:35]=4)=[CH:31][N:30]=3)[CH:28]=2)[C:17]=1[C:18]1[CH2:23][CH2:22][C:21]([CH3:25])([CH3:24])[CH2:20][CH:19]=1)[C:7]([O:9][CH2:10][CH3:11])=[O:8])([CH3:4])([CH3:3])[CH3:2]. (2) The product is: [F:32][C:26]1[CH:27]=[CH:28][CH:29]=[C:30]([F:31])[C:25]=1[NH:24][C:22](=[O:23])[C:21]1[CH:33]=[C:17]([C:9]2[N:10]=[C:11]3[CH:16]=[CH:15][CH:14]=[CH:13][N:12]3[C:8]=2[C:6]2[CH:5]=[CH:4][N:3]=[C:2]([NH:42][C:41]3[CH:43]=[CH:44][C:45]([CH:47]4[CH2:48][CH2:49][N:50]([CH2:53][CH2:54][CH3:55])[CH2:51][CH2:52]4)=[CH:46][C:40]=3[O:39][CH2:38][CH3:37])[N:7]=2)[CH:18]=[CH:19][C:20]=1[O:34][CH2:35][CH3:36]. Given the reactants Cl[C:2]1[N:7]=[C:6]([C:8]2[N:12]3[CH:13]=[CH:14][CH:15]=[CH:16][C:11]3=[N:10][C:9]=2[C:17]2[CH:18]=[CH:19][C:20]([O:34][CH2:35][CH3:36])=[C:21]([CH:33]=2)[C:22]([NH:24][C:25]2[C:30]([F:31])=[CH:29][CH:28]=[CH:27][C:26]=2[F:32])=[O:23])[CH:5]=[CH:4][N:3]=1.[CH3:37][CH2:38][O:39][C:40]1[CH:46]=[C:45]([CH:47]2[CH2:52][CH2:51][N:50]([CH2:53][CH2:54][CH3:55])[CH2:49][CH2:48]2)[CH:44]=[CH:43][C:41]=1[NH2:42].C1(C)C=CC(S(O)(=O)=O)=CC=1.C[O-].[Na+], predict the reaction product. (3) Given the reactants [Br:1][C:2]1[C:7]([CH3:8])=[CH:6][C:5]([NH:9][C:10]([CH3:15])([CH3:14])[C:11]([OH:13])=O)=[CH:4][C:3]=1[CH3:16].[O-:17][C:18]#[N:19].[Na+].C(=O)([O-])O.[Na+].[OH-].[Na+], predict the reaction product. The product is: [Br:1][C:2]1[C:3]([CH3:16])=[CH:4][C:5]([N:9]2[C:10]([CH3:15])([CH3:14])[C:11](=[O:13])[NH:19][C:18]2=[O:17])=[CH:6][C:7]=1[CH3:8]. (4) Given the reactants [CH3:1][O:2][C:3]([C:5]1[CH:15]=[C:14]([O:16][C:17]2[CH:18]=[N:19][C:20]([C:23](=[O:26])[NH:24][CH3:25])=[CH:21][CH:22]=2)[C:8]2[CH2:9][C:10]([CH3:13])([CH3:12])[O:11][C:7]=2[CH:6]=1)=[O:4].[CH3:27]OC(C1C=C(OC2C=CC(C(OC(C)(C)C)=O)=C(F)C=2)C2CC(C)(C)OC=2C=1)=O.C(N)C, predict the reaction product. The product is: [CH3:1][O:2][C:3]([C:5]1[CH:15]=[C:14]([O:16][C:17]2[CH:18]=[N:19][C:20]([C:23](=[O:26])[NH:24][CH2:25][CH3:27])=[CH:21][CH:22]=2)[C:8]2[CH2:9][C:10]([CH3:13])([CH3:12])[O:11][C:7]=2[CH:6]=1)=[O:4]. (5) Given the reactants C(OC(=O)[NH:7][CH:8]1[CH2:11][C:10]([OH:13])([CH3:12])[C:9]1([CH3:15])[CH3:14])(C)(C)C.FC(F)(F)C(O)=O, predict the reaction product. The product is: [NH2:7][CH:8]1[CH2:11][C:10]([CH3:12])([OH:13])[C:9]1([CH3:15])[CH3:14]. (6) Given the reactants [Cl:1][C:2]1[CH:3]=[CH:4][C:5]([C:28]([F:31])([F:30])[F:29])=[C:6]([CH:27]=1)[CH2:7][N:8]1[CH2:13][CH2:12][NH:11][C:10]2[N:14]=[CH:15][C:16]([C:18]3[CH:19]=[C:20]([CH:24]=[CH:25][CH:26]=3)[C:21]([OH:23])=O)=[CH:17][C:9]1=2.[C:32]([N:40]1[CH2:45][CH2:44][NH:43][CH2:42][CH2:41]1)(=[O:39])[C:33]1[CH:38]=[CH:37][CH:36]=[CH:35][CH:34]=1, predict the reaction product. The product is: [C:32]([N:40]1[CH2:45][CH2:44][N:43]([C:21]([C:20]2[CH:24]=[CH:25][CH:26]=[C:18]([C:16]3[CH:15]=[N:14][C:10]4[NH:11][CH2:12][CH2:13][N:8]([CH2:7][C:6]5[CH:27]=[C:2]([Cl:1])[CH:3]=[CH:4][C:5]=5[C:28]([F:29])([F:31])[F:30])[C:9]=4[CH:17]=3)[CH:19]=2)=[O:23])[CH2:42][CH2:41]1)(=[O:39])[C:33]1[CH:38]=[CH:37][CH:36]=[CH:35][CH:34]=1. (7) The product is: [CH3:37][S:34]([CH2:33][C:32]1[N:38]=[C:27]([CH:13]2[CH2:14][CH:15]([C:17]3[CH:18]=[CH:19][C:20]([C:23]([F:25])([F:24])[F:26])=[CH:21][CH:22]=3)[CH2:16][N:11]([C:9]([N:6]3[CH2:7][CH2:8][CH:3]([C:1]#[N:2])[CH2:4][CH2:5]3)=[O:10])[CH2:12]2)[O:28][N:31]=1)(=[O:36])=[O:35]. Given the reactants [C:1]([CH:3]1[CH2:8][CH2:7][N:6]([C:9]([N:11]2[CH2:16][CH:15]([C:17]3[CH:22]=[CH:21][C:20]([C:23]([F:26])([F:25])[F:24])=[CH:19][CH:18]=3)[CH2:14][CH:13]([C:27](O)=[O:28])[CH2:12]2)=[O:10])[CH2:5][CH2:4]1)#[N:2].O[N:31]=[C:32]([NH2:38])[CH2:33][S:34]([CH3:37])(=[O:36])=[O:35], predict the reaction product. (8) The product is: [F:23][C:22]1[C:17]([C:13]2[CH:14]=[CH:15][CH:16]=[C:11]([N:9]3[CH:10]=[C:6]([C:4]([C:28]4[C:33]([CH3:34])=[CH:32][CH:31]=[CH:30][N:29]=4)=[O:5])[N:7]=[CH:8]3)[CH:12]=2)=[C:18]([O:24][CH3:25])[CH:19]=[CH:20][CH:21]=1. Given the reactants CON(C)[C:4]([C:6]1[N:7]=[CH:8][N:9]([C:11]2[CH:12]=[C:13]([C:17]3[C:22]([F:23])=[CH:21][CH:20]=[CH:19][C:18]=3[O:24][CH3:25])[CH:14]=[CH:15][CH:16]=2)[CH:10]=1)=[O:5].Br[C:28]1[C:33]([CH3:34])=[CH:32][CH:31]=[CH:30][N:29]=1, predict the reaction product. (9) The product is: [CH3:2][C:1]([C:5]1[CH:6]=[C:7]([CH:11]=[C:12]([C:15]([CH3:18])([CH3:17])[CH3:16])[C:13]=1[OH:14])[C:8]([O:10][CH2:29][CH2:28][C:25]1[CH:24]=[CH:23][C:22]([N+:19]([O-:21])=[O:20])=[CH:27][CH:26]=1)=[O:9])([CH3:4])[CH3:3]. Given the reactants [C:1]([C:5]1[CH:6]=[C:7]([CH:11]=[C:12]([C:15]([CH3:18])([CH3:17])[CH3:16])[C:13]=1[OH:14])[C:8]([OH:10])=[O:9])([CH3:4])([CH3:3])[CH3:2].[N+:19]([C:22]1[CH:27]=[CH:26][C:25]([CH2:28][CH2:29]O)=[CH:24][CH:23]=1)([O-:21])=[O:20].C1(N=C=NC2CCCCC2)CCCCC1, predict the reaction product. (10) Given the reactants [CH3:1][O:2][C:3]1[C:8]([C:9]2[CH:18]=[CH:17][C:12]([C:13]([O:15]C)=[O:14])=[CH:11][C:10]=2[CH3:19])=[CH:7][CH:6]=[CH:5][N:4]=1.[OH-].[Na+], predict the reaction product. The product is: [CH3:1][O:2][C:3]1[C:8]([C:9]2[CH:18]=[CH:17][C:12]([C:13]([OH:15])=[O:14])=[CH:11][C:10]=2[CH3:19])=[CH:7][CH:6]=[CH:5][N:4]=1.